Task: Predict the product of the given reaction.. Dataset: Forward reaction prediction with 1.9M reactions from USPTO patents (1976-2016) (1) Given the reactants [CH:1]([OH:4])([CH3:3])[CH3:2].[CH:5]1C=C[CH:8]=[CH:7][CH:6]=1.[OH:11]S(O)(=O)=O.O, predict the reaction product. The product is: [CH:1]([O:4][C:5](=[O:11])/[CH:6]=[CH:7]/[CH3:8])([CH3:3])[CH3:2]. (2) Given the reactants [Cl:1][C:2]1[C:7]([F:8])=[CH:6][C:5]([OH:9])=[CH:4][N:3]=1.[CH3:10][N:11]([C:13]1[CH:14]=[C:15](B(O)O)[CH:16]=[CH:17][CH:18]=1)[CH3:12].C(N(CC)CC)C, predict the reaction product. The product is: [Cl:1][C:2]1[N:3]=[CH:4][C:5]([O:9][C:17]2[CH:18]=[C:13]([N:11]([CH3:12])[CH3:10])[CH:14]=[CH:15][CH:16]=2)=[CH:6][C:7]=1[F:8]. (3) Given the reactants [CH2:1]([C:3]([C:24]1[CH:29]=[CH:28][C:27]([OH:30])=[C:26]([CH3:31])[CH:25]=1)([C:6]1[CH:11]=[CH:10][C:9]([CH2:12][CH2:13][CH:14]([OH:22])[C:15]2([CH3:21])[CH2:20][CH2:19][CH2:18][CH2:17][CH2:16]2)=[C:8]([CH3:23])[CH:7]=1)[CH2:4][CH3:5])[CH3:2].[O:32]=[C:33]1[O:37][C@@H:36]([CH2:38]OS(C2C=CC(C)=CC=2)(=O)=O)[CH2:35][CH2:34]1.C([O-])([O-])=O.[K+].[K+].C(OCC)(=O)C, predict the reaction product. The product is: [CH2:1]([C:3]([C:24]1[CH:29]=[CH:28][C:27]([O:30][CH2:38][C@@H:36]2[O:37][C:33](=[O:32])[CH2:34][CH2:35]2)=[C:26]([CH3:31])[CH:25]=1)([C:6]1[CH:11]=[CH:10][C:9]([CH2:12][CH2:13][CH:14]([OH:22])[C:15]2([CH3:21])[CH2:20][CH2:19][CH2:18][CH2:17][CH2:16]2)=[C:8]([CH3:23])[CH:7]=1)[CH2:4][CH3:5])[CH3:2]. (4) Given the reactants C(=O)([O-])[O-].[Na+].[Na+].[CH2:7]([O:9][C:10]1[CH:11]=[C:12]2[C:17](=[CH:18][CH:19]=1)[CH:16]=[C:15](B(O)O)[CH:14]=[CH:13]2)[CH3:8].I[C:24]1[CH:32]=[CH:31][C:30]([NH:33][C:34](=[O:44])[CH:35]([C:38]2[CH:43]=[CH:42][CH:41]=[CH:40][CH:39]=2)[CH2:36][CH3:37])=[CH:29][C:25]=1[C:26]([NH2:28])=[O:27].C(OCC)(=O)C, predict the reaction product. The product is: [CH2:7]([O:9][C:10]1[CH:11]=[C:12]2[C:17](=[CH:18][CH:19]=1)[CH:16]=[C:15]([C:24]1[CH:32]=[CH:31][C:30]([NH:33][C:34](=[O:44])[CH:35]([C:38]3[CH:39]=[CH:40][CH:41]=[CH:42][CH:43]=3)[CH2:36][CH3:37])=[CH:29][C:25]=1[C:26]([NH2:28])=[O:27])[CH:14]=[CH:13]2)[CH3:8]. (5) Given the reactants [Br:1][C:2]1[CH:3]=[C:4]2[C:9](=[CH:10][CH:11]=1)[CH:8]=[C:7]([C:12]([OH:14])=O)[CH:6]=[CH:5]2.[NH3:15], predict the reaction product. The product is: [Br:1][C:2]1[CH:3]=[C:4]2[C:9](=[CH:10][CH:11]=1)[CH:8]=[C:7]([C:12]([NH2:15])=[O:14])[CH:6]=[CH:5]2. (6) Given the reactants Br[C:2]1[CH:3]=[C:4]([N:9]2[C:17]3[CH:16]=[CH:15][N:14]([CH3:18])[C:13](=[O:19])[C:12]=3[N:11]=[CH:10]2)[CH:5]=[CH:6][C:7]=1[F:8].[F:20][C:21]1[CH:28]=[CH:27][C:24]([C:25]#[N:26])=[C:23](B2OC(C)(C)C(C)(C)O2)[CH:22]=1.P([O-])([O-])([O-])=O.[K+].[K+].[K+].C(P(C(C)(C)C)C(C)(C)C)(C)(C)C, predict the reaction product. The product is: [F:20][C:21]1[CH:28]=[C:27]([C:2]2[CH:3]=[C:4]([N:9]3[C:17]4[CH:16]=[CH:15][N:14]([CH3:18])[C:13](=[O:19])[C:12]=4[N:11]=[CH:10]3)[CH:5]=[CH:6][C:7]=2[F:8])[C:24]([C:25]#[N:26])=[CH:23][CH:22]=1. (7) Given the reactants [C:1]1(P([C:1]2[CH:6]=CC=[CH:3][CH:2]=2)[C:1]2[CH:6]=CC=[CH:3][CH:2]=2)[CH:6]=CC=[CH:3][CH:2]=1.C(O)C#CC.[CH2:25]([O:27][C:28](=[O:40])[CH2:29][CH2:30][CH2:31][O:32][C:33]1[CH:38]=[CH:37][C:36]([OH:39])=[CH:35][CH:34]=1)[CH3:26].N(C(OCC)=O)=NC(OCC)=O, predict the reaction product. The product is: [CH2:25]([O:27][C:28](=[O:40])[CH2:29][CH2:30][CH2:31][O:32][C:33]1[CH:34]=[CH:35][C:36]([O:39][CH2:6][C:1]#[C:2][CH3:3])=[CH:37][CH:38]=1)[CH3:26]. (8) Given the reactants [CH2:1]([Li])[CH3:2].C1C=CC=CC=1.C1CCCCC1.[N+:16]([C:19]1[C:24]2[N:25]=[C:26]([C:29]3[CH:34]=[CH:33][CH:32]=[CH:31][N:30]=3)[CH2:27][O:28][C:23]=2[CH:22]=[CH:21][CH:20]=1)([O-:18])=[O:17], predict the reaction product. The product is: [CH2:1]([C:26]1([C:29]2[CH:34]=[CH:33][CH:32]=[CH:31][N:30]=2)[NH:25][C:24]2[C:19]([N+:16]([O-:18])=[O:17])=[CH:20][CH:21]=[CH:22][C:23]=2[O:28][CH2:27]1)[CH3:2]. (9) Given the reactants [OH-].[K+].[CH3:3][C:4]([CH3:40])(/[C:10](=[N:17]\[O:18][CH2:19][C:20]1[CH:25]=[CH:24][C:23]([O:26][CH2:27]N2C=C(C)OC2C2C=CC=CC=2)=[CH:22][CH:21]=1)/[C:11]1[CH:16]=[CH:15][CH:14]=[CH:13][CH:12]=1)[C:5]([O:7]CC)=[O:6].O.Cl.[O:43]1[CH2:47][CH2:46][CH2:45][CH2:44]1, predict the reaction product. The product is: [CH3:40][C:4]([CH3:3])(/[C:10](=[N:17]\[O:18][CH2:19][C:20]1[CH:25]=[CH:24][C:23]([O:26][CH2:27][C:10]2[N:17]=[C:47]([C:46]3[CH:16]=[CH:11][CH:12]=[CH:44][CH:45]=3)[O:43][C:4]=2[CH3:3])=[CH:22][CH:21]=1)/[C:11]1[CH:16]=[CH:15][CH:14]=[CH:13][CH:12]=1)[C:5]([OH:7])=[O:6].